Predict which catalyst facilitates the given reaction. From a dataset of Catalyst prediction with 721,799 reactions and 888 catalyst types from USPTO. Reactant: [NH2:1][C:2]1[N:6]([C:7]2[C:12]([Cl:13])=[CH:11][C:10]([C:14]([O:16]CC)=[O:15])=[CH:9][C:8]=2[Cl:19])[N:5]=[C:4]([CH2:20][CH3:21])[C:3]=1[C:22]([NH2:24])=[O:23].[CH3:25][O:26][C:27]1[CH:32]=[CH:31][C:30]([CH2:33][C:34](OC)=O)=[CH:29][CH:28]=1.[Na].CC(O)=O. Product: [Cl:13][C:12]1[CH:11]=[C:10]([C:14]([OH:16])=[O:15])[CH:9]=[C:8]([Cl:19])[C:7]=1[N:6]1[C:2]2=[N:1][C:34]([CH2:33][C:30]3[CH:31]=[CH:32][C:27]([O:26][CH3:25])=[CH:28][CH:29]=3)=[N:24][C:22](=[O:23])[C:3]2=[C:4]([CH2:20][CH3:21])[NH:5]1. The catalyst class is: 8.